Task: Binary Classification. Given a miRNA mature sequence and a target amino acid sequence, predict their likelihood of interaction.. Dataset: Experimentally validated miRNA-target interactions with 360,000+ pairs, plus equal number of negative samples (1) The miRNA is hsa-miR-30a-3p with sequence CUUUCAGUCGGAUGUUUGCAGC. The protein sequence of the target gene is MTAHSFALPVIIFTTFWGLVGIAGPWFVPKGPNRGVIITMLVATAVCCYLFWLIAILAQLNPLFGPQLKNETIWYVRFLWE. Result: 1 (interaction). (2) The miRNA is hsa-miR-302a-3p with sequence UAAGUGCUUCCAUGUUUUGGUGA. The protein sequence of the target gene is MAREMTILGSAVLTLLLAGYLAQQYLPLPTPKVIGIDLGTTYCSVGVFFPGTGKVKVIPDENGHISIPSMVSFTDNDVYVGYESVELADSNPQNTIYDAKRFIGKIFTAEELEAEIGRYPFKVLNKNGMVEFSVTSNETITVSPEYVGSRLLLKLKEMAEAYLGMPVANAVISVPAEFDLKQRNSTIEAANLAGLKILRVINEPTAAAMAYGLHKADVFHVLVIDLGGGTLDVSLLNKQGGMFLTRAMSGNNKLGGQDFNQRLLQYLYKQIYQTYGFVPSRKEEIHRLRQAVEMVKLNLT.... Result: 1 (interaction). (3) The miRNA is hsa-miR-4750-3p with sequence CCUGACCCACCCCCUCCCGCAG. The protein sequence of the target gene is MHLRLISWLFIILNFMEYIGSQNASRGRRQRRMHPNVSQGCQGGCATCSDYNGCLSCKPRLFFALERIGMKQIGVCLSSCPSGYYGTRYPDINKCTKCKADCDTCFNKNFCTKCKSGFYLHLGKCLDNCPEGLEANNHTMECVSIVHCEVSEWNPWSPCTKKGKTCGFKRGTETRVREIIQHPSAKGNLCPPTNETRKCTVQRKKCQKGERGKKGRERKRKKPNKGESKEAIPDSKSLESSKEIPEQRENKQQQKKRKVQDKQKSVSVSTVH. Result: 0 (no interaction). (4) The miRNA is hsa-miR-6840-3p with sequence GCCCAGGACUUUGUGCGGGGUG. The protein sequence of the target gene is MSQWTPEYNELYTLKVDMKSEIPSDAPKTQESLKGILLHPEPIGAAKSFPAGVEMINSKVGNEFSHLCDDSQKQEKEMNGNQQEQEKSLVVRKKRKSQQAGPSYVQNCVKENQGILGLRQHLGTPSDEDNDSSFSDCLSSPSSSLHFGDSDTVTSDEDKEVSVRHSQTILNAKSRSHSARSHKWPRTETESVSGLLMKRPCLHGSSLRRLPCRKRFVKNNSSQRTQKQKERILMQRKKREVLARRKYALLPSSSSSSENDLSSESSSSSSTEGEEDLFVSASENHQNNPAVPSGSIDEDV.... Result: 0 (no interaction). (5) The miRNA is hsa-miR-3678-3p with sequence CUGCAGAGUUUGUACGGACCGG. The protein sequence of the target gene is MGQKVTGGIKTVDMRDPTYRPLKQELQGLDYCKPTRLDLLLDMPPVSYDVQLLHSWNNNDRSLNVFVKEDDKLIFHRHPVAQSTDAIRGKVGYTRGLHVWQITWAMRQRGTHAVVGVATADAPLHSVGYTTLVGNNHESWGWDLGRNRLYHDGKNQPSKTYPAFLEPDETFIVPDSFLVALDMDDGTLSFIVDGQYMGVAFRGLKGKKLYPVVSAVWGHCEIRMRYLNGLDPEPLPLMDLCRRSVRLALGRERLGEIHTLPLPASLKAYLLYQ. Result: 1 (interaction). (6) The miRNA is mmu-miR-744-5p with sequence UGCGGGGCUAGGGCUAACAGCA. The protein sequence of the target gene is MEKLNLLGFLIITLNCNVTIMGMIWLIVEVLLRMLVVVLAGSPIYEDEQERFICNTLQPGCANVCYDLFSPVSPLRFWLVQSLALLLPSVVFGTYTLHRGAKLAAVGGACRPQVPDLSTAYLVHLLLRMLLEAGLAFLHYFLFGFSVPARVSCSHVPCSGAVDCYVSRPTEKSLLILFFWAVSALSFLLSLADLLWILPRRKTLRTTQWVNGEARPVCEVPAPPPCLLQNPQGYLSQGQVDQEDRQEEQVVPEFPCMWTAGQSDNSNVGQACVSGLLEHSDQDASEATSSAGDRLTVAHT.... Result: 0 (no interaction).